Predict which catalyst facilitates the given reaction. From a dataset of Catalyst prediction with 721,799 reactions and 888 catalyst types from USPTO. (1) Reactant: [Cl:1][C:2]1[CH:7]=[CH:6][CH:5]=[CH:4][C:3]=1[C:8]1[N+:9]([O-])=[CH:10][C:11]2[C:16]([CH:17]=1)=[CH:15][N:14]=[C:13]([NH:18][C:19]([CH:21]1[CH2:23][CH2:22]1)=[O:20])[CH:12]=2.FC(F)(F)C(OC(=O)C(F)(F)F)=[O:28]. Product: [Cl:1][C:2]1[CH:7]=[CH:6][CH:5]=[CH:4][C:3]=1[C:8]1[NH:9][C:10](=[O:28])[C:11]2[CH:12]=[C:13]([NH:18][C:19]([CH:21]3[CH2:23][CH2:22]3)=[O:20])[N:14]=[CH:15][C:16]=2[CH:17]=1. The catalyst class is: 54. (2) Reactant: [F-].C([N+](CCCC)(CCCC)CCCC)CCC.[F:19][C:20]1[C:21]([C:31]2[C:40]3[C:35](=[CH:36][CH:37]=[C:38]([C:41]([O:43][CH3:44])=[O:42])[CH:39]=3)[C:34]([F:45])=[CH:33][N:32]=2)=[N:22][CH:23]=[C:24]([F:30])[C:25]=1[Si](C)(C)C.C1COCC1. Product: [F:19][C:20]1[C:21]([C:31]2[C:40]3[C:35](=[CH:36][CH:37]=[C:38]([C:41]([O:43][CH3:44])=[O:42])[CH:39]=3)[C:34]([F:45])=[CH:33][N:32]=2)=[N:22][CH:23]=[C:24]([F:30])[CH:25]=1. The catalyst class is: 6. (3) The catalyst class is: 214. Reactant: [C:1]1([C:7]2[CH2:8][CH2:9][N:10]([CH2:13][CH2:14][CH2:15][CH:16]=O)[CH2:11][CH:12]=2)[CH:6]=[CH:5][CH:4]=[CH:3][CH:2]=1.[Br-].[O:19]=[C:20]1[C:24]2[CH:25]=[CH:26][CH:27]=[CH:28][C:23]=2[CH:22]([P+](C2C=CC=CC=2)(C2C=CC=CC=2)C2C=CC=CC=2)O1.C(N(CC)CC)C.O.[NH2:56][NH2:57]. Product: [C:1]1([C:7]2[CH2:8][CH2:9][N:10]([CH2:13][CH2:14][CH2:15][CH2:16][C:22]3[C:23]4[C:24](=[CH:25][CH:26]=[CH:27][CH:28]=4)[C:20](=[O:19])[NH:57][N:56]=3)[CH2:11][CH:12]=2)[CH:2]=[CH:3][CH:4]=[CH:5][CH:6]=1. (4) Reactant: [CH3:1][O:2][C:3]([C:5]1[C@@H:10]([C:11]2[CH:16]=[CH:15][C:14]([C:17]#[N:18])=[CH:13][CH:12]=2)[N:9]2[C:19](=[O:27])[N:20]([CH2:22][C:23]([O:25]C)=[O:24])[N:21]=[C:8]2[N:7]([C:28]2[CH:33]=[CH:32][CH:31]=[C:30]([C:34]([F:37])([F:36])[F:35])[CH:29]=2)[C:6]=1[CH3:38])=[O:4].CO.[OH-].[Li+].Cl. Product: [CH3:1][O:2][C:3]([C:5]1[C@@H:10]([C:11]2[CH:16]=[CH:15][C:14]([C:17]#[N:18])=[CH:13][CH:12]=2)[N:9]2[C:19](=[O:27])[N:20]([CH2:22][C:23]([OH:25])=[O:24])[N:21]=[C:8]2[N:7]([C:28]2[CH:33]=[CH:32][CH:31]=[C:30]([C:34]([F:36])([F:35])[F:37])[CH:29]=2)[C:6]=1[CH3:38])=[O:4]. The catalyst class is: 1. (5) Reactant: [C:1]([C:5]1[CH:6]=[C:7]2[C:12](=[C:13]([F:15])[CH:14]=1)[C:11](=[O:16])[N:10]([C:17]1[CH:27]=[CH:26][CH:25]=[C:24]([C:28]3[CH:33]=[C:32]([NH:34][C:35]4[CH:40]=[CH:39][C:38]([C:41]([N:43]5[CH2:48][CH2:47][O:46][CH2:45][CH2:44]5)=[O:42])=[CH:37][N:36]=4)[N:31]=[N:30][CH:29]=3)[C:18]=1[CH2:19][O:20]C(=O)C)[N:9]=[CH:8]2)([CH3:4])([CH3:3])[CH3:2].C([O-])([O-])=O.[K+].[K+]. Product: [C:1]([C:5]1[CH:6]=[C:7]2[C:12](=[C:13]([F:15])[CH:14]=1)[C:11](=[O:16])[N:10]([C:17]1[CH:27]=[CH:26][CH:25]=[C:24]([C:28]3[CH:33]=[C:32]([NH:34][C:35]4[CH:40]=[CH:39][C:38]([C:41]([N:43]5[CH2:48][CH2:47][O:46][CH2:45][CH2:44]5)=[O:42])=[CH:37][N:36]=4)[N:31]=[N:30][CH:29]=3)[C:18]=1[CH2:19][OH:20])[N:9]=[CH:8]2)([CH3:4])([CH3:2])[CH3:3]. The catalyst class is: 5. (6) Reactant: [C:1]([O:5][C:6](=[O:35])[N:7]([C:9]1[CH:17]=[C:16]2[C:12]([C:13]([S:27][C:28]3[CH:33]=[CH:32][CH:31]=[CH:30][C:29]=3Br)=[CH:14][N:15]2[CH2:18][C:19]2[CH:24]=[C:23]([F:25])[CH:22]=[C:21]([F:26])[CH:20]=2)=[CH:11][CH:10]=1)[CH3:8])([CH3:4])([CH3:3])[CH3:2].[CH2:36]([O:38]C([Sn](CCCC)(CCCC)CCCC)=C)[CH3:37].Cl. Product: [C:1]([O:5][C:6](=[O:35])[N:7]([C:9]1[CH:17]=[C:16]2[C:12]([C:13]([S:27][C:28]3[CH:33]=[CH:32][CH:31]=[CH:30][C:29]=3[C:36](=[O:38])[CH3:37])=[CH:14][N:15]2[CH2:18][C:19]2[CH:24]=[C:23]([F:25])[CH:22]=[C:21]([F:26])[CH:20]=2)=[CH:11][CH:10]=1)[CH3:8])([CH3:4])([CH3:3])[CH3:2]. The catalyst class is: 747. (7) Reactant: C(O[C:6]([N:8]1[CH2:13][CH2:12][NH:11][C@H:10]([C:14](O)=[O:15])[CH2:9]1)=O)(C)(C)C.B.[H-].[H-].[H-].[H-].[Li+].[Al+3]. Product: [CH3:6][N:8]1[CH2:13][CH2:12][NH:11][C@H:10]([CH2:14][OH:15])[CH2:9]1. The catalyst class is: 1.